Dataset: CYP2C9 inhibition data for predicting drug metabolism from PubChem BioAssay. Task: Regression/Classification. Given a drug SMILES string, predict its absorption, distribution, metabolism, or excretion properties. Task type varies by dataset: regression for continuous measurements (e.g., permeability, clearance, half-life) or binary classification for categorical outcomes (e.g., BBB penetration, CYP inhibition). Dataset: cyp2c9_veith. (1) The compound is Cc1ccc(S(=O)(=O)N2CCC(C(=O)O)(c3ccccc3)CC2)cc1. The result is 0 (non-inhibitor). (2) The drug is CCNc1ncc2nc(-c3cccs3)c(=O)n(C[C@H]3CCCO3)c2n1. The result is 0 (non-inhibitor). (3) The compound is CO[C@@H]1[C@@H](O)[C@H](C)O[C@@H](O[C@@H]2[C@H](Oc3cccc4c(O)c5c(=O)oc6ccc(C)c7c(=O)oc(c34)c5c67)O[C@@H](C)[C@H](O)[C@H]2O)[C@H]1O. The result is 0 (non-inhibitor). (4) The drug is COc1ccc(N2CCN(C(CNC(=O)C3CCCCC3)c3cccnc3)CC2)cc1. The result is 0 (non-inhibitor). (5) The molecule is Cc1ccc(-n2ncc3c(=O)n(CC(=O)NCC4CCCO4)cnc32)cc1. The result is 0 (non-inhibitor). (6) The molecule is COCC(=O)N1CCC2(CC1)CCN(C(=O)Nc1cccc(F)c1)CC2. The result is 0 (non-inhibitor). (7) The molecule is Cc1cccc(CNc2cc(-c3c(C)noc3C)ncn2)c1. The result is 0 (non-inhibitor). (8) The drug is CCCN1CNC(=S)N(c2cccc(C)c2C)C1. The result is 0 (non-inhibitor).